The task is: Predict which catalyst facilitates the given reaction.. This data is from Catalyst prediction with 721,799 reactions and 888 catalyst types from USPTO. Reactant: C[O:2][C:3](=[O:41])[CH2:4][O:5][C:6]1[CH:11]=[CH:10][C:9]([O:12][CH2:13][C:14]#[C:15][C:16]2[CH:21]=[C:20]([C:22]#[C:23][CH2:24][N:25]3[CH2:30][CH2:29][CH2:28][CH2:27][CH2:26]3)[CH:19]=[C:18]([C:31]#[C:32][CH2:33][N:34]3[CH2:39][CH2:38][CH2:37][CH2:36][CH2:35]3)[CH:17]=2)=[CH:8][C:7]=1[CH3:40]. Product: [N:25]1([CH2:24][C:23]#[C:22][C:20]2[CH:21]=[C:16]([C:15]#[C:14][CH2:13][O:12][C:9]3[CH:10]=[CH:11][C:6]([O:5][CH2:4][C:3]([OH:41])=[O:2])=[C:7]([CH3:40])[CH:8]=3)[CH:17]=[C:18]([C:31]#[C:32][CH2:33][N:34]3[CH2:39][CH2:38][CH2:37][CH2:36][CH2:35]3)[CH:19]=2)[CH2:30][CH2:29][CH2:28][CH2:27][CH2:26]1. The catalyst class is: 494.